Dataset: Forward reaction prediction with 1.9M reactions from USPTO patents (1976-2016). Task: Predict the product of the given reaction. (1) Given the reactants [C:1]([C:5]1[CH:10]=[CH:9][C:8]([F:11])=[CH:7][C:6]=1[O:12]COC)#[C:2][CH2:3][CH3:4], predict the reaction product. The product is: [C:1]([C:5]1[CH:10]=[CH:9][C:8]([F:11])=[CH:7][C:6]=1[OH:12])#[C:2][CH2:3][CH3:4]. (2) Given the reactants [CH3:1][N:2]1[CH2:11][CH2:10][C:9]2[C:4](=[CH:5][C:6](B3OC(C)(C)C(C)(C)O3)=[CH:7][CH:8]=2)[C:3]1=[O:21].Br[C:23]1[S:24][CH:25]=[CH:26][CH:27]=1, predict the reaction product. The product is: [CH3:1][N:2]1[CH2:11][CH2:10][C:9]2[C:4](=[CH:5][C:6]([C:23]3[S:24][CH:25]=[CH:26][CH:27]=3)=[CH:7][CH:8]=2)[C:3]1=[O:21]. (3) Given the reactants [S:1]1[C:5]2[CH:6]=[CH:7][C:8]([NH:10][C:11]3[C:20]4[C:15](=[CH:16][C:17]([O:26][CH:27]([CH3:29])[CH3:28])=[C:18]([S:21][C:22]([CH3:25])([CH3:24])[CH3:23])[CH:19]=4)[N:14]=[CH:13][N:12]=3)=[CH:9][C:4]=2[N:3]=[CH:2]1.[OH:30]OS([O-])=O.[K+].[OH2:36], predict the reaction product. The product is: [C:22]([S:21]([C:18]1[CH:19]=[C:20]2[C:15](=[CH:16][C:17]=1[O:26][CH:27]([CH3:29])[CH3:28])[N:14]=[CH:13][N:12]=[C:11]2[NH:10][C:8]1[CH:7]=[CH:6][C:5]2[S:1][CH:2]=[N:3][C:4]=2[CH:9]=1)(=[O:30])=[O:36])([CH3:23])([CH3:24])[CH3:25]. (4) The product is: [Cl:23][C:24]1[C:25]([CH2:34][N:8]2[C:7]3[CH:9]=[C:10]([O:14][CH2:15][CH2:16][CH2:17][C:18]([O:20][CH2:21][CH3:22])=[O:19])[CH:11]=[C:12]([CH3:13])[C:6]=3[N:5]=[C:4]2[O:3][CH2:1][CH3:2])=[N:26][CH:27]=[C:28]([C:30]([F:32])([F:31])[F:33])[CH:29]=1. Given the reactants [CH2:1]([O:3][C:4]1[NH:8][C:7]2[CH:9]=[C:10]([O:14][CH2:15][CH2:16][CH2:17][C:18]([O:20][CH2:21][CH3:22])=[O:19])[CH:11]=[C:12]([CH3:13])[C:6]=2[N:5]=1)[CH3:2].[Cl:23][C:24]1[C:25]([CH2:34]Cl)=[N:26][CH:27]=[C:28]([C:30]([F:33])([F:32])[F:31])[CH:29]=1.[Na+].[I-].C([O-])([O-])=O.[K+].[K+], predict the reaction product. (5) The product is: [N:10]1[CH:15]=[CH:14][CH:13]=[N:12][C:11]=1[C:16]1[CH:21]=[CH:20][C:19]([CH:22]=[CH:23][CH2:24][OH:25])=[CH:18][CH:17]=1. Given the reactants CC(C[AlH]CC(C)C)C.[N:10]1[CH:15]=[CH:14][CH:13]=[N:12][C:11]=1[C:16]1[CH:21]=[CH:20][C:19](/[CH:22]=[CH:23]/[CH:24]=[O:25])=[CH:18][CH:17]=1.CO.C(O)(=O)CC(CC(O)=O)(C(O)=O)O, predict the reaction product. (6) Given the reactants [C:1]([C:3]1[CH:8]=[CH:7][CH:6]=[CH:5][C:4]=1[CH:9]([CH3:13])[C:10]([NH2:12])=[O:11])#[CH:2].Cl[C:15]1[C:20]([C:21]([F:24])([F:23])[F:22])=[CH:19][N:18]=[C:17]([NH:25][C:26]2[CH:27]=[N:28][C:29]([O:32][CH3:33])=[CH:30][CH:31]=2)[N:16]=1, predict the reaction product. The product is: [CH3:33][O:32][C:29]1[N:28]=[CH:27][C:26]([NH:25][C:17]2[N:16]=[C:15]([C:2]#[C:1][C:3]3[CH:8]=[CH:7][CH:6]=[CH:5][C:4]=3[CH:9]([CH3:13])[C:10]([NH2:12])=[O:11])[C:20]([C:21]([F:24])([F:22])[F:23])=[CH:19][N:18]=2)=[CH:31][CH:30]=1. (7) The product is: [OH:25][N:24]([C:26]1[CH:31]=[CH:30][CH:29]=[CH:28][CH:27]=1)[C:20](=[O:21])/[CH:19]=[CH:18]/[C:17]1[CH:22]=[CH:23][C:14]([O:13][CH3:12])=[CH:15][CH:16]=1. Given the reactants C1CCN2C(=NCCC2)CC1.[CH3:12][O:13][C:14]1[CH:23]=[CH:22][C:17](/[CH:18]=[CH:19]/[CH:20]=[O:21])=[CH:16][CH:15]=1.[N:24]([C:26]1[CH:31]=[CH:30][CH:29]=[CH:28][CH:27]=1)=[O:25], predict the reaction product. (8) Given the reactants [F:1][C:2]([F:19])([F:18])[C:3]1[CH:12]=[C:11]([C:13]([F:16])([F:15])[F:14])[N:10]=[C:9]2[C:4]=1[CH:5]=[CH:6][C:7]([NH2:17])=[N:8]2.Br[CH2:21][C:22](=O)[C:23]([O:25][CH2:26][CH3:27])=[O:24], predict the reaction product. The product is: [F:14][C:13]([F:16])([F:15])[C:11]1[CH:12]=[C:3]([C:2]([F:1])([F:18])[F:19])[C:4]2[CH:5]=[CH:6][C:7]3[N:8]([CH:21]=[C:22]([C:23]([O:25][CH2:26][CH3:27])=[O:24])[N:17]=3)[C:9]=2[N:10]=1.